Dataset: Catalyst prediction with 721,799 reactions and 888 catalyst types from USPTO. Task: Predict which catalyst facilitates the given reaction. (1) Reactant: Cl[C:2]1[CH:7]=[C:6]([N:8]([CH2:17][O:18][CH2:19][CH2:20][Si:21]([CH3:24])([CH3:23])[CH3:22])[CH2:9][O:10][CH2:11][CH2:12][Si:13]([CH3:16])([CH3:15])[CH3:14])[N:5]2[N:25]=C[C:27]([C:28]3[CH:29]=[N:30][C:31]4[C:36]([CH:37]=3)=[CH:35][CH:34]=[CH:33][CH:32]=4)=[C:4]2[N:3]=1.[NH:38]1[CH2:43][CH2:42][S:41](=O)(=O)[CH2:40][CH2:39]1.[C:46]([O-:49])(O)=O.[Na+].CN1C(=[O:57])CCC1. Product: [S:41]1[CH2:42][CH2:43][N:38]([C:2]2[C:7](=[O:57])[CH:6]([N:8]([CH2:17][O:18][CH2:19][CH2:20][Si:21]([CH3:22])([CH3:24])[CH3:23])[CH2:9][O:10][CH2:11][CH2:12][Si:13]([CH3:16])([CH3:14])[CH3:15])[N:5]3[NH:25][C:46](=[O:49])[C:27]([C:28]4[CH:29]=[N:30][C:31]5[C:36]([CH:37]=4)=[CH:35][CH:34]=[CH:33][CH:32]=5)=[C:4]3[N:3]=2)[CH2:39][CH2:40]1. The catalyst class is: 6. (2) Reactant: [NH2:1][C:2]1[CH:7]=[CH:6][C:5]([C:8]([F:11])([F:10])[F:9])=[CH:4][N:3]=1.[CH2:12]([S:14][C:15]1[CH:23]=[C:22]([C:24]([F:27])([F:26])[F:25])[CH:21]=[CH:20][C:16]=1[C:17](O)=[O:18])[CH3:13].CCN=C=NCCCN(C)C.Cl.C1C=CC2N(O)N=NC=2C=1.C(=O)(O)[O-].[Na+]. Product: [CH2:12]([S:14][C:15]1[CH:23]=[C:22]([C:24]([F:26])([F:25])[F:27])[CH:21]=[CH:20][C:16]=1[C:17]([NH:1][C:2]1[CH:7]=[CH:6][C:5]([C:8]([F:9])([F:11])[F:10])=[CH:4][N:3]=1)=[O:18])[CH3:13]. The catalyst class is: 17.